From a dataset of Full USPTO retrosynthesis dataset with 1.9M reactions from patents (1976-2016). Predict the reactants needed to synthesize the given product. (1) Given the product [C:27]([C:24]1[S:23][C:22]([C:20]([NH:19][C@@H:15]([CH2:14][C:11]2[CH:12]=[CH:13][C:8]([C:5]3[N:4]=[CH:3][C:2]([C:43]4[CH:42]=[CH:41][C:40]([C:37]5[CH:38]=[CH:39][C:34]([O:33][C:32]([F:31])([F:49])[F:50])=[CH:35][CH:36]=5)=[CH:45][CH:44]=4)=[CH:7][N:6]=3)=[CH:9][CH:10]=2)[C:16]([OH:18])=[O:17])=[O:21])=[CH:26][CH:25]=1)([CH3:30])([CH3:29])[CH3:28], predict the reactants needed to synthesize it. The reactants are: Br[C:2]1[CH:3]=[N:4][C:5]([C:8]2[CH:13]=[CH:12][C:11]([CH2:14][C@H:15]([NH:19][C:20]([C:22]3[S:23][C:24]([C:27]([CH3:30])([CH3:29])[CH3:28])=[CH:25][CH:26]=3)=[O:21])[C:16]([OH:18])=[O:17])=[CH:10][CH:9]=2)=[N:6][CH:7]=1.[F:31][C:32]([F:50])([F:49])[O:33][C:34]1[CH:39]=[CH:38][C:37]([C:40]2[CH:45]=[CH:44][C:43](B(O)O)=[CH:42][CH:41]=2)=[CH:36][CH:35]=1.C([O-])(O)=O.[Na+]. (2) Given the product [NH2:1][C:2]1[CH:3]=[CH:4][C:5]([C:6]([O:8][CH3:9])=[O:7])=[CH:10][C:11]=1[I:12], predict the reactants needed to synthesize it. The reactants are: [NH2:1][C:2]1[CH:11]=[CH:10][C:5]([C:6]([O:8][CH3:9])=[O:7])=[CH:4][CH:3]=1.[I:12]I. (3) Given the product [CH2:1]=[CH:2][CH2:3][CH2:4][CH2:5][CH2:6][CH:7]([Si:9]([CH3:12])([CH3:11])[OH:20])[CH3:8], predict the reactants needed to synthesize it. The reactants are: [CH2:1]=[CH:2][CH2:3][CH2:4][CH2:5][CH2:6][CH:7]([Si:9]([CH3:12])([CH3:11])Cl)[CH3:8].C(N(CC)CC)C.[OH2:20].